Task: Predict which catalyst facilitates the given reaction.. Dataset: Catalyst prediction with 721,799 reactions and 888 catalyst types from USPTO (1) Reactant: [Cl:1][C:2]1[N:7]=[CH:6][C:5]([CH:8]([NH:10][C:11](=[O:17])[O:12][C:13]([CH3:16])([CH3:15])[CH3:14])[CH3:9])=[CH:4][CH:3]=1.C([Li])(C)(C)C.[I:23]I. Product: [Cl:1][C:2]1[N:7]=[CH:6][C:5]([CH:8]([NH:10][C:11](=[O:17])[O:12][C:13]([CH3:16])([CH3:15])[CH3:14])[CH3:9])=[C:4]([I:23])[CH:3]=1. The catalyst class is: 1. (2) Reactant: [CH3:1][O:2][C:3]1[CH:4]=[C:5]([CH:18]=[CH:19][CH:20]=1)[C:6]([NH:8][C:9]([CH3:17])([C:11]1[CH:16]=[CH:15][CH:14]=[CH:13][CH:12]=1)[CH3:10])=[O:7].CN(CCN(C)C)C.C([Li])(CC)C.CCCCCC.CN([CH:43]=[O:44])C. Product: [CH3:1][O:2][C:3]1[CH:20]=[CH:19][CH:18]=[C:5]2[C:4]=1[CH:43]([OH:44])[N:8]([C:9]([CH3:17])([C:11]1[CH:12]=[CH:13][CH:14]=[CH:15][CH:16]=1)[CH3:10])[C:6]2=[O:7].[CH3:1][O:2][C:3]1[CH:4]=[C:5]2[C:18]([CH:43]([OH:44])[N:8]([C:9]([CH3:17])([C:11]3[CH:12]=[CH:13][CH:14]=[CH:15][CH:16]=3)[CH3:10])[C:6]2=[O:7])=[CH:19][CH:20]=1. The catalyst class is: 1. (3) Reactant: Br[C:2]1[C:3]([O:9][CH2:10][C@H:11]2[CH2:13][C@@H:12]2[C:14]2[CH:19]=[CH:18][C:17]([O:20][CH3:21])=[CH:16][N:15]=2)=[N:4][C:5]([CH3:8])=[N:6][CH:7]=1.C(P(C(C)(C)C)C1C=CC=CC=1C1C(C(C)(C)C)=CC(C(C)(C)C)=CC=1C(C)(C)C)(C)(C)C.[O-]P([O-])([O-])=O.[K+].[K+].[K+].[C:63]([O:69][CH2:70][CH3:71])(=[O:68])[CH2:64]C(C)=O. Product: [CH3:21][O:20][C:17]1[CH:18]=[CH:19][C:14]([C@H:12]2[CH2:13][C@@H:11]2[CH2:10][O:9][C:3]2[C:2]([CH2:64][C:63]([O:69][CH2:70][CH3:71])=[O:68])=[CH:7][N:6]=[C:5]([CH3:8])[N:4]=2)=[N:15][CH:16]=1. The catalyst class is: 222. (4) Product: [CH2:24]([O:23][C:21]([C:20]1[C:14]([C:13](=[O:18])[C:10]2[CH:9]=[CH:8][C:7]([O:6][CH3:5])=[CH:12][CH:11]=2)=[C:15]([CH3:16])[O:17][N:26]=1)=[O:22])[CH3:25]. Reactant: [O-]CC.[Na+].[CH3:5][O:6][C:7]1[CH:12]=[CH:11][C:10]([C:13](=[O:18])[CH2:14][C:15](=[O:17])[CH3:16])=[CH:9][CH:8]=1.Cl[C:20](=[N:26]O)[C:21]([O:23][CH2:24][CH3:25])=[O:22]. The catalyst class is: 8. (5) Reactant: [NH:1]1[CH2:6][CH2:5][O:4][CH2:3][CH2:2]1.C(=O)([O-])[O-].[K+].[K+].Br[CH2:14][CH2:15][OH:16]. Product: [O:4]1[CH2:5][CH2:6][N:1]([CH2:14][CH2:15][OH:16])[CH2:2][CH2:3]1. The catalyst class is: 7. (6) Reactant: [NH2:1][C:2]1[CH:3]=[C:4]([CH:7]=[CH:8][C:9]=1[Cl:10])[C:5]#[N:6].N. Product: [NH2:1][C:2]1[CH:3]=[C:4]([CH:7]=[CH:8][C:9]=1[Cl:10])[CH2:5][NH2:6]. The catalyst class is: 94. (7) Reactant: [CH3:1][C:2]([CH3:29])([CH3:28])[O:3][C:4](=[O:27])[CH2:5][CH2:6][O:7][CH2:8][CH2:9][O:10][CH2:11][CH2:12][O:13][CH2:14][CH2:15][O:16][C:17]1[CH:18]=[C:19]([CH:24]=[CH:25][CH:26]=1)[C:20]([O:22]C)=[O:21].[OH-].[Na+].C(O)(=O)C. Product: [CH3:1][C:2]([CH3:29])([CH3:28])[O:3][C:4](=[O:27])[CH2:5][CH2:6][O:7][CH2:8][CH2:9][O:10][CH2:11][CH2:12][O:13][CH2:14][CH2:15][O:16][C:17]1[CH:18]=[C:19]([CH:24]=[CH:25][CH:26]=1)[C:20]([OH:22])=[O:21]. The catalyst class is: 24.